Dataset: TCR-epitope binding with 47,182 pairs between 192 epitopes and 23,139 TCRs. Task: Binary Classification. Given a T-cell receptor sequence (or CDR3 region) and an epitope sequence, predict whether binding occurs between them. (1) The epitope is YSEHPTFTSQY. The TCR CDR3 sequence is CASSLAAGGRYEQFF. Result: 0 (the TCR does not bind to the epitope). (2) The epitope is PROT_97E67BCC. The TCR CDR3 sequence is CASRGDGNTIYF. Result: 0 (the TCR does not bind to the epitope). (3) Result: 1 (the TCR binds to the epitope). The TCR CDR3 sequence is CASWMGNTEAFF. The epitope is TSNQVAVLY. (4) The epitope is LPRRSGAAGA. The TCR CDR3 sequence is CASSVVSGTSGRGNEQFF. Result: 1 (the TCR binds to the epitope). (5) The epitope is GILGFVFTL. Result: 1 (the TCR binds to the epitope). The TCR CDR3 sequence is CASSILAGNEQFF.